From a dataset of Catalyst prediction with 721,799 reactions and 888 catalyst types from USPTO. Predict which catalyst facilitates the given reaction. (1) Reactant: [C:1]1([CH2:7][C:8]2[CH:34]=[CH:33][C:11]([O:12][CH2:13][CH2:14][N:15]3[CH2:21][CH2:20][CH2:19][N:18]([CH2:22][C:23]4[CH:32]=[CH:31][C:26]([C:27]([O:29]C)=[O:28])=[CH:25][CH:24]=4)[CH2:17][CH2:16]3)=[CH:10][CH:9]=2)[CH:6]=[CH:5][CH:4]=[CH:3][CH:2]=1.[OH-].[Na+]. Product: [C:1]1([CH2:7][C:8]2[CH:9]=[CH:10][C:11]([O:12][CH2:13][CH2:14][N:15]3[CH2:21][CH2:20][CH2:19][N:18]([CH2:22][C:23]4[CH:24]=[CH:25][C:26]([C:27]([OH:29])=[O:28])=[CH:31][CH:32]=4)[CH2:17][CH2:16]3)=[CH:33][CH:34]=2)[CH:2]=[CH:3][CH:4]=[CH:5][CH:6]=1. The catalyst class is: 5. (2) Reactant: Br.[NH2:2][C:3]1[C:4]([OH:17])=[C:5]([C:9]2[O:13][C:12]([C:14]([OH:16])=[O:15])=[CH:11][CH:10]=2)[CH:6]=[CH:7][CH:8]=1.[N:18]([O-])=O.[Na+].[CH2:22]1[C:30]2[C:25](=[CH:26][C:27]([N:31]3[C:35](=[O:36])[CH2:34][C:33]([CH3:37])=[N:32]3)=[CH:28][CH:29]=2)[CH2:24][CH2:23]1.C(=O)(O)[O-].[Na+]. Product: [OH:17][C:4]1[C:3]([NH:2][N:18]=[C:34]2[C:35](=[O:36])[N:31]([C:27]3[CH:26]=[C:25]4[C:30](=[CH:29][CH:28]=3)[CH2:22][CH2:23][CH2:24]4)[N:32]=[C:33]2[CH3:37])=[CH:8][CH:7]=[CH:6][C:5]=1[C:9]1[O:13][C:12]([C:14]([OH:16])=[O:15])=[CH:11][CH:10]=1. The catalyst class is: 502. (3) Reactant: I[C:2]1[S:23][C:5]2=[N:6][CH:7]=[C:8]([C:21]#[N:22])[C:9]([NH:10][C:11]3[C:12]([CH3:20])=[C:13]4[C:17](=[CH:18][CH:19]=3)[NH:16][CH:15]=[CH:14]4)=[C:4]2[CH:3]=1.CC([O-])=O.[Na+]. Product: [CH3:20][C:12]1[C:11]([NH:10][C:9]2[C:8]([C:21]#[N:22])=[CH:7][N:6]=[C:5]3[S:23][CH:2]=[CH:3][C:4]=23)=[CH:19][CH:18]=[C:17]2[C:13]=1[CH:14]=[CH:15][NH:16]2. The catalyst class is: 99. (4) Reactant: [CH3:1][C:2]([O:5][C:6]([NH:8][C@H:9]([C:13]([OH:15])=O)[CH2:10][CH:11]=[CH2:12])=[O:7])([CH3:4])[CH3:3].C(N1CCOCC1)C.[CH2:24]([O:26][C:27]([N:29]1[CH2:34][CH2:33][NH:32][CH2:31][CH2:30]1)=[O:28])[CH3:25].[B-](F)(F)(F)F.CCOC(C(C#N)=NOC(N(C)C)=[N+](C)C)=O. Product: [CH2:24]([O:26][C:27]([N:29]1[CH2:30][CH2:31][N:32]([C:13](=[O:15])[C@@H:9]([NH:8][C:6]([O:5][C:2]([CH3:1])([CH3:3])[CH3:4])=[O:7])[CH2:10][CH:11]=[CH2:12])[CH2:33][CH2:34]1)=[O:28])[CH3:25]. The catalyst class is: 39. (5) Reactant: Br[C:2]1[CH:3]=[CH:4][C:5]([CH2:8][C@H:9]([C:27]([O:29][C:30]([CH3:33])([CH3:32])[CH3:31])=[O:28])[CH2:10][C@@H:11]([C:20]([O:22][C:23]([CH3:26])([CH3:25])[CH3:24])=[O:21])[NH:12][C:13]([O:15][C:16]([CH3:19])([CH3:18])[CH3:17])=[O:14])=[N:6][CH:7]=1.[C:34]([Si:38]([CH3:53])([CH3:52])[O:39][CH2:40]/[CH:41]=[CH:42]/B1OC(C)(C)C(C)(C)O1)([CH3:37])([CH3:36])[CH3:35].C1(P(C2C=CC=CC=2)C2C=CC=CC=2)C=CC=CC=1.C(=O)([O-])[O-].[K+].[K+]. Product: [C:16]([O:15][C:13]([NH:12][C@H:11]([C:20]([O:22][C:23]([CH3:26])([CH3:25])[CH3:24])=[O:21])[CH2:10][C@H:9]([CH2:8][C:5]1[CH:4]=[CH:3][C:2](/[CH:42]=[CH:41]/[CH2:40][O:39][Si:38]([C:34]([CH3:37])([CH3:36])[CH3:35])([CH3:52])[CH3:53])=[CH:7][N:6]=1)[C:27]([O:29][C:30]([CH3:33])([CH3:32])[CH3:31])=[O:28])=[O:14])([CH3:19])([CH3:18])[CH3:17]. The catalyst class is: 848. (6) Product: [CH3:7][O:8][C:9]1[CH:10]=[C:11]([N:18]2[CH2:23][CH2:22][C:21](=[O:24])[CH2:20][CH2:19]2)[CH:12]=[CH:13][C:14]=1[N+:15]([O-:17])=[O:16]. The catalyst class is: 583. Reactant: C(Cl)(=O)C(Cl)=O.[CH3:7][O:8][C:9]1[CH:10]=[C:11]([N:18]2[CH2:23][CH2:22][CH:21]([OH:24])[CH2:20][CH2:19]2)[CH:12]=[CH:13][C:14]=1[N+:15]([O-:17])=[O:16].